Dataset: Catalyst prediction with 721,799 reactions and 888 catalyst types from USPTO. Task: Predict which catalyst facilitates the given reaction. (1) The catalyst class is: 2. Reactant: [Cl:1][C:2]1[CH:3]=[CH:4][C:5]2[CH2:12][NH:11][C:10]3[CH:13]=[CH:14][CH:15]=[CH:16][C:9]=3[CH:8]=[CH:7][C:6]=2[CH:17]=1.CCN(CC)CC.Cl[C:26](=[O:34])[CH2:27][CH2:28][CH2:29][C:30]([O:32][CH3:33])=[O:31]. Product: [Cl:1][C:2]1[CH:3]=[CH:4][C:5]2[CH2:12][N:11]([C:26](=[O:34])[CH2:27][CH2:28][CH2:29][C:30]([O:32][CH3:33])=[O:31])[C:10]3[CH:13]=[CH:14][CH:15]=[CH:16][C:9]=3[CH:8]=[CH:7][C:6]=2[CH:17]=1. (2) Reactant: [CH3:1][O:2][C:3](=[O:16])[CH2:4][C:5]1[C:9]2[CH:10]=[CH:11][C:12]([OH:15])=[C:13]([Cl:14])[C:8]=2[O:7][CH:6]=1.C([O-])([O-])=O.[K+].[K+].[Cl:23][C:24]1[CH:31]=[C:30]([Cl:32])[CH:29]=[CH:28][C:25]=1[CH2:26]Cl. Product: [CH3:1][O:2][C:3](=[O:16])[CH2:4][C:5]1[C:9]2[CH:10]=[CH:11][C:12]([O:15][CH2:26][C:25]3[CH:28]=[CH:29][C:30]([Cl:32])=[CH:31][C:24]=3[Cl:23])=[C:13]([Cl:14])[C:8]=2[O:7][CH:6]=1. The catalyst class is: 3. (3) Reactant: [C:1]([O:7][CH3:8])(=[O:6])/[C:2](=[CH:4]/[CH3:5])/[CH3:3].C1C(=O)N([Br:16])C(=O)C1.C(OOC(=O)C1C=CC=CC=1)(=O)C1C=CC=CC=1. Product: [Br:16][CH2:5]/[CH:4]=[C:2](\[CH3:3])/[C:1]([O:7][CH3:8])=[O:6]. The catalyst class is: 53. (4) Reactant: [F:1][C:2]1[CH:7]=[CH:6][C:5](/[CH:8]=[CH:9]/[C:10]2[CH:11]=[C:12]([CH:16]=[C:17]([O:19][CH:20]([CH2:23][O:24][CH3:25])[CH2:21][CH3:22])[CH:18]=2)[C:13]([OH:15])=O)=[CH:4][CH:3]=1.C1C=CC2N(O)N=NC=2C=1.CCN=C=NCCCN(C)C.[NH2:47][C:48]1[S:49][CH:50]=[CH:51][N:52]=1. Product: [F:1][C:2]1[CH:3]=[CH:4][C:5](/[CH:8]=[CH:9]/[C:10]2[CH:11]=[C:12]([CH:16]=[C:17]([O:19][CH:20]([CH2:23][O:24][CH3:25])[CH2:21][CH3:22])[CH:18]=2)[C:13]([NH:47][C:48]2[S:49][CH:50]=[CH:51][N:52]=2)=[O:15])=[CH:6][CH:7]=1. The catalyst class is: 236. (5) Reactant: [C:1]1([S:7]([N:10]2[C:14]3=[N:15][CH:16]=[C:17]([C:19]4[CH:20]=[N:21][NH:22][CH:23]=4)[CH:18]=[C:13]3[CH:12]=[CH:11]2)(=[O:9])=[O:8])[CH:6]=[CH:5][CH:4]=[CH:3][CH:2]=1.[C:24](O[C:24]([O:26][C:27]([CH3:30])([CH3:29])[CH3:28])=[O:25])([O:26][C:27]([CH3:30])([CH3:29])[CH3:28])=[O:25].C(N(CC)CC)C. Product: [C:1]1([S:7]([N:10]2[C:14]3=[N:15][CH:16]=[C:17]([C:19]4[CH:20]=[N:21][N:22]([C:24]([O:26][C:27]([CH3:30])([CH3:29])[CH3:28])=[O:25])[CH:23]=4)[CH:18]=[C:13]3[CH:12]=[CH:11]2)(=[O:9])=[O:8])[CH:2]=[CH:3][CH:4]=[CH:5][CH:6]=1. The catalyst class is: 112. (6) Reactant: C[O:2][C:3]([C:5]1([CH:18]([C:23]2[CH:28]=[CH:27][C:26](Br)=[CH:25][CH:24]=2)[CH2:19][N+:20]([O-])=O)[CH2:10][CH2:9][N:8]([C:11]([O:13][C:14]([CH3:17])([CH3:16])[CH3:15])=[O:12])[CH2:7][CH2:6]1)=O.C([O-])=O.[NH4+]. Product: [C:14]([O:13][C:11]([N:8]1[CH2:7][CH2:6][C:5]2([C:3](=[O:2])[NH:20][CH2:19][CH:18]2[C:23]2[CH:24]=[CH:25][CH:26]=[CH:27][CH:28]=2)[CH2:10][CH2:9]1)=[O:12])([CH3:16])([CH3:17])[CH3:15]. The catalyst class is: 19. (7) Reactant: CN(C(ON1N=NC2C=CC=NC1=2)=[N+](C)C)C.F[P-](F)(F)(F)(F)F.[F:25][C:26]1[CH:27]=[C:28]([C:34]2[CH:39]=[CH:38][C:37]([C:40]([OH:42])=O)=[C:36]([N+:43]([O-:45])=[O:44])[CH:35]=2)[CH:29]=[CH:30][C:31]=1[O:32][CH3:33].Cl.[NH2:47][C:48]1([C:56]([O:58][CH3:59])=[O:57])[CH2:55][CH2:54][CH2:53][CH2:52][CH2:51][CH2:50][CH2:49]1.C(N(C(C)C)CC)(C)C. Product: [F:25][C:26]1[CH:27]=[C:28]([C:34]2[CH:39]=[CH:38][C:37]([C:40]([NH:47][C:48]3([C:56]([O:58][CH3:59])=[O:57])[CH2:55][CH2:54][CH2:53][CH2:52][CH2:51][CH2:50][CH2:49]3)=[O:42])=[C:36]([N+:43]([O-:45])=[O:44])[CH:35]=2)[CH:29]=[CH:30][C:31]=1[O:32][CH3:33]. The catalyst class is: 39. (8) Reactant: [O:1]=[S:2]1(=[O:40])[CH2:7][CH2:6][CH:5]([C:8]2[CH:13]=[CH:12][C:11]([NH:14][C:15]([C:17]3[N:18](COCC[Si](C)(C)C)[CH:19]=[C:20]([C:22]#[N:23])[N:21]=3)=[O:16])=[C:10]([N:32]3[CH2:37][CH2:36][CH:35]([CH2:38]C)[CH2:34][CH2:33]3)[CH:9]=2)[CH2:4][CH2:3]1. Product: [O:40]=[S:2]1(=[O:1])[CH2:3][CH2:4][CH:5]([C:8]2[CH:13]=[CH:12][C:11]([NH:14][C:15]([C:17]3[NH:18][CH:19]=[C:20]([C:22]#[N:23])[N:21]=3)=[O:16])=[C:10]([N:32]3[CH2:37][CH2:36][CH:35]([CH3:38])[CH2:34][CH2:33]3)[CH:9]=2)[CH2:6][CH2:7]1. The catalyst class is: 137. (9) Reactant: C(OC([NH:8][CH:9]1[CH2:14][CH2:13][CH:12]([CH2:15][C:16]([OH:18])=[O:17])[CH2:11][CH2:10]1)=O)(C)(C)C.C([O-])([O-])=O.[K+].[K+].[CH2:25](Br)[C:26]1[CH:31]=[CH:30][CH:29]=[CH:28][CH:27]=1. Product: [NH2:8][C@H:9]1[CH2:10][CH2:11][C@H:12]([CH2:15][C:16]([O:18][CH2:25][C:26]2[CH:31]=[CH:30][CH:29]=[CH:28][CH:27]=2)=[O:17])[CH2:13][CH2:14]1. The catalyst class is: 215.